This data is from NCI-60 drug combinations with 297,098 pairs across 59 cell lines. The task is: Regression. Given two drug SMILES strings and cell line genomic features, predict the synergy score measuring deviation from expected non-interaction effect. (1) Drug 1: C1=CC(=CC=C1C#N)C(C2=CC=C(C=C2)C#N)N3C=NC=N3. Synergy scores: CSS=-0.214, Synergy_ZIP=-0.783, Synergy_Bliss=-2.10, Synergy_Loewe=-2.38, Synergy_HSA=-1.89. Cell line: SNB-19. Drug 2: C1=CC=C(C(=C1)C(C2=CC=C(C=C2)Cl)C(Cl)Cl)Cl. (2) Drug 1: C1CN(CCN1C(=O)CCBr)C(=O)CCBr. Drug 2: N.N.Cl[Pt+2]Cl. Cell line: CAKI-1. Synergy scores: CSS=23.0, Synergy_ZIP=-8.78, Synergy_Bliss=1.03, Synergy_Loewe=-3.21, Synergy_HSA=3.18. (3) Drug 1: CC1C(C(CC(O1)OC2CC(OC(C2O)C)OC3=CC4=CC5=C(C(=O)C(C(C5)C(C(=O)C(C(C)O)O)OC)OC6CC(C(C(O6)C)O)OC7CC(C(C(O7)C)O)OC8CC(C(C(O8)C)O)(C)O)C(=C4C(=C3C)O)O)O)O. Drug 2: C(CC(=O)O)C(=O)CN.Cl. Cell line: HT29. Synergy scores: CSS=18.6, Synergy_ZIP=1.44, Synergy_Bliss=1.50, Synergy_Loewe=-19.7, Synergy_HSA=-0.611. (4) Drug 1: C1=NC2=C(N1)C(=S)N=C(N2)N. Drug 2: C1=CN(C(=O)N=C1N)C2C(C(C(O2)CO)O)O.Cl. Cell line: BT-549. Synergy scores: CSS=32.4, Synergy_ZIP=-12.9, Synergy_Bliss=-7.64, Synergy_Loewe=-31.8, Synergy_HSA=-5.03. (5) Synergy scores: CSS=53.0, Synergy_ZIP=9.65, Synergy_Bliss=12.3, Synergy_Loewe=20.7, Synergy_HSA=21.6. Cell line: KM12. Drug 2: CC1C(C(CC(O1)OC2CC(CC3=C2C(=C4C(=C3O)C(=O)C5=C(C4=O)C(=CC=C5)OC)O)(C(=O)C)O)N)O.Cl. Drug 1: CC1OCC2C(O1)C(C(C(O2)OC3C4COC(=O)C4C(C5=CC6=C(C=C35)OCO6)C7=CC(=C(C(=C7)OC)O)OC)O)O. (6) Drug 1: COC1=CC(=CC(=C1O)OC)C2C3C(COC3=O)C(C4=CC5=C(C=C24)OCO5)OC6C(C(C7C(O6)COC(O7)C8=CC=CS8)O)O. Drug 2: C1C(C(OC1N2C=C(C(=O)NC2=O)F)CO)O. Cell line: CCRF-CEM. Synergy scores: CSS=74.4, Synergy_ZIP=-3.19, Synergy_Bliss=-3.82, Synergy_Loewe=-0.691, Synergy_HSA=1.53. (7) Synergy scores: CSS=46.1, Synergy_ZIP=-1.11, Synergy_Bliss=-1.16, Synergy_Loewe=3.57, Synergy_HSA=4.73. Drug 2: C1C(C(OC1N2C=NC(=NC2=O)N)CO)O. Drug 1: CC1=C2C(C(=O)C3(C(CC4C(C3C(C(C2(C)C)(CC1OC(=O)C(C(C5=CC=CC=C5)NC(=O)OC(C)(C)C)O)O)OC(=O)C6=CC=CC=C6)(CO4)OC(=O)C)OC)C)OC. Cell line: CAKI-1. (8) Drug 1: CC1=CC2C(CCC3(C2CCC3(C(=O)C)OC(=O)C)C)C4(C1=CC(=O)CC4)C. Drug 2: CCCS(=O)(=O)NC1=C(C(=C(C=C1)F)C(=O)C2=CNC3=C2C=C(C=N3)C4=CC=C(C=C4)Cl)F. Cell line: KM12. Synergy scores: CSS=-0.639, Synergy_ZIP=2.79, Synergy_Bliss=2.88, Synergy_Loewe=0.709, Synergy_HSA=-0.391. (9) Drug 1: CCC(=C(C1=CC=CC=C1)C2=CC=C(C=C2)OCCN(C)C)C3=CC=CC=C3.C(C(=O)O)C(CC(=O)O)(C(=O)O)O. Drug 2: C1=CN(C=N1)CC(O)(P(=O)(O)O)P(=O)(O)O. Cell line: UO-31. Synergy scores: CSS=2.86, Synergy_ZIP=-0.254, Synergy_Bliss=2.96, Synergy_Loewe=1.21, Synergy_HSA=1.32.